Dataset: NCI-60 drug combinations with 297,098 pairs across 59 cell lines. Task: Regression. Given two drug SMILES strings and cell line genomic features, predict the synergy score measuring deviation from expected non-interaction effect. (1) Drug 1: C1=CC(=C2C(=C1NCCNCCO)C(=O)C3=C(C=CC(=C3C2=O)O)O)NCCNCCO. Drug 2: CN(C)C1=NC(=NC(=N1)N(C)C)N(C)C. Cell line: MDA-MB-231. Synergy scores: CSS=31.7, Synergy_ZIP=4.82, Synergy_Bliss=4.47, Synergy_Loewe=-29.6, Synergy_HSA=1.87. (2) Drug 1: CC1CCC2CC(C(=CC=CC=CC(CC(C(=O)C(C(C(=CC(C(=O)CC(OC(=O)C3CCCCN3C(=O)C(=O)C1(O2)O)C(C)CC4CCC(C(C4)OC)O)C)C)O)OC)C)C)C)OC. Drug 2: CC(C)(C#N)C1=CC(=CC(=C1)CN2C=NC=N2)C(C)(C)C#N. Cell line: PC-3. Synergy scores: CSS=4.94, Synergy_ZIP=3.60, Synergy_Bliss=7.47, Synergy_Loewe=3.46, Synergy_HSA=3.40. (3) Synergy scores: CSS=5.66, Synergy_ZIP=-5.02, Synergy_Bliss=-7.22, Synergy_Loewe=-11.1, Synergy_HSA=-6.16. Cell line: KM12. Drug 1: CNC(=O)C1=CC=CC=C1SC2=CC3=C(C=C2)C(=NN3)C=CC4=CC=CC=N4. Drug 2: COC1=NC(=NC2=C1N=CN2C3C(C(C(O3)CO)O)O)N. (4) Cell line: HCT-15. Drug 1: CN1CCC(CC1)COC2=C(C=C3C(=C2)N=CN=C3NC4=C(C=C(C=C4)Br)F)OC. Drug 2: N.N.Cl[Pt+2]Cl. Synergy scores: CSS=8.61, Synergy_ZIP=-3.25, Synergy_Bliss=2.10, Synergy_Loewe=-8.61, Synergy_HSA=-0.253. (5) Drug 1: CN1CCC(CC1)COC2=C(C=C3C(=C2)N=CN=C3NC4=C(C=C(C=C4)Br)F)OC. Drug 2: CCC1(CC2CC(C3=C(CCN(C2)C1)C4=CC=CC=C4N3)(C5=C(C=C6C(=C5)C78CCN9C7C(C=CC9)(C(C(C8N6C=O)(C(=O)OC)O)OC(=O)C)CC)OC)C(=O)OC)O.OS(=O)(=O)O. Cell line: OVCAR-5. Synergy scores: CSS=22.8, Synergy_ZIP=-2.37, Synergy_Bliss=-0.0308, Synergy_Loewe=-0.453, Synergy_HSA=-0.321. (6) Drug 1: C1=CC=C(C(=C1)C(C2=CC=C(C=C2)Cl)C(Cl)Cl)Cl. Drug 2: CC1CCCC2(C(O2)CC(NC(=O)CC(C(C(=O)C(C1O)C)(C)C)O)C(=CC3=CSC(=N3)C)C)C. Cell line: NCI-H226. Synergy scores: CSS=34.3, Synergy_ZIP=3.52, Synergy_Bliss=2.37, Synergy_Loewe=-32.2, Synergy_HSA=-0.0622.